From a dataset of Forward reaction prediction with 1.9M reactions from USPTO patents (1976-2016). Predict the product of the given reaction. Given the reactants [CH3:1][O:2][C:3]1[CH:12]=[CH:11][CH:10]=[C:9]2[C:4]=1[CH:5]=[CH:6][N:7]=[CH:8]2.[Br:13]Br, predict the reaction product. The product is: [Br:13][C:10]1[CH:11]=[CH:12][C:3]([O:2][CH3:1])=[C:4]2[C:9]=1[CH:8]=[N:7][CH:6]=[CH:5]2.